Dataset: Forward reaction prediction with 1.9M reactions from USPTO patents (1976-2016). Task: Predict the product of the given reaction. (1) Given the reactants [CH2:1]([N:8]1[CH2:18][CH2:17][C:11]2([O:16][CH2:15][CH2:14][NH:13][CH2:12]2)[CH2:10][CH2:9]1)[C:2]1[CH:7]=[CH:6][CH:5]=[CH:4][CH:3]=1.C(=O)(O)[O-].[Na+].Cl[C:25]([O:27][CH2:28][CH:29]1[C:41]2[CH:40]=[CH:39][CH:38]=[CH:37][C:36]=2[C:35]2[C:30]1=[CH:31][CH:32]=[CH:33][CH:34]=2)=[O:26].Cl, predict the reaction product. The product is: [CH:40]1[C:41]2[CH:29]([CH2:28][O:27][C:25]([N:13]3[CH2:12][C:11]4([CH2:10][CH2:9][N:8]([CH2:1][C:2]5[CH:3]=[CH:4][CH:5]=[CH:6][CH:7]=5)[CH2:18][CH2:17]4)[O:16][CH2:15][CH2:14]3)=[O:26])[C:30]3[C:35](=[CH:34][CH:33]=[CH:32][CH:31]=3)[C:36]=2[CH:37]=[CH:38][CH:39]=1. (2) Given the reactants FC(F)(F)S(O[CH2:7][C:8]([F:17])([F:16])[C:9]1[CH:14]=[CH:13][C:12]([CH3:15])=[CH:11][CH:10]=1)(=O)=O.[NH:20]1[CH2:25][CH2:24][CH:23]([NH:26][C:27](=[O:33])[O:28][C:29]([CH3:32])([CH3:31])[CH3:30])[CH2:22][CH2:21]1.CCN(C(C)C)C(C)C, predict the reaction product. The product is: [F:16][C:8]([F:17])([C:9]1[CH:14]=[CH:13][C:12]([CH3:15])=[CH:11][CH:10]=1)[CH2:7][N:20]1[CH2:21][CH2:22][CH:23]([NH:26][C:27](=[O:33])[O:28][C:29]([CH3:31])([CH3:30])[CH3:32])[CH2:24][CH2:25]1. (3) Given the reactants [F:1][C:2]([F:22])([F:21])[O:3][C:4]1[CH:9]=[CH:8][C:7]([N:10]2[CH2:14][CH2:13][C:12]3([CH2:19][CH2:18][NH:17][CH2:16][CH2:15]3)[C:11]2=[O:20])=[CH:6][CH:5]=1.O=C(Cl)[O:25][C:26](Cl)(Cl)Cl.[F:31][C:32]1[CH:39]=[CH:38][C:35]([CH2:36][NH2:37])=[CH:34][CH:33]=1, predict the reaction product. The product is: [F:31][C:32]1[CH:39]=[CH:38][C:35]([CH2:36][NH:37][C:26]([N:17]2[CH2:16][CH2:15][C:12]3([C:11](=[O:20])[N:10]([C:7]4[CH:8]=[CH:9][C:4]([O:3][C:2]([F:1])([F:21])[F:22])=[CH:5][CH:6]=4)[CH2:14][CH2:13]3)[CH2:19][CH2:18]2)=[O:25])=[CH:34][CH:33]=1. (4) Given the reactants [OH:1][C@H:2]1[CH2:21][N:5]2[CH2:6][C@@H:7]([C:17](OC)=[O:18])[N:8]([C:10]([O:12][C:13]([CH3:16])([CH3:15])[CH3:14])=[O:11])[CH2:9][C@H:4]2[CH2:3]1.[H-].[Na+].Br[CH2:25][CH2:26][O:27][CH2:28][CH3:29].Cl.[O:31]1[C:40]2[C:35](=[CH:36][CH:37]=[CH:38][CH:39]=2)[C@H:34]([NH2:41])[CH2:33][CH2:32]1.Cl.C(N=C=NCCCN(C)C)C.ON1C2C=CC=CC=2N=N1.C(N(CC)C(C)C)(C)C, predict the reaction product. The product is: [O:31]1[C:40]2[C:35](=[CH:36][CH:37]=[CH:38][CH:39]=2)[C@H:34]([NH:41][C:17]([C@@H:7]2[CH2:6][N:5]3[CH2:21][C@H:2]([O:1][CH2:25][CH2:26][O:27][CH2:28][CH3:29])[CH2:3][C@@H:4]3[CH2:9][N:8]2[C:10]([O:12][C:13]([CH3:16])([CH3:14])[CH3:15])=[O:11])=[O:18])[CH2:33][CH2:32]1. (5) Given the reactants [N+:1]([C:4]1[CH:5]=[C:6]([CH:23]=[CH:24][CH:25]=1)[CH2:7][NH:8][C:9]1[CH:10]=[C:11]([NH:15]C(=O)OC(C)(C)C)[CH:12]=[CH:13][CH:14]=1)([O-:3])=[O:2].[ClH:26], predict the reaction product. The product is: [ClH:26].[ClH:26].[N+:1]([C:4]1[CH:5]=[C:6]([CH:23]=[CH:24][CH:25]=1)[CH2:7][NH:8][C:9]1[CH:14]=[CH:13][CH:12]=[C:11]([NH2:15])[CH:10]=1)([O-:3])=[O:2]. (6) Given the reactants [Br:1][C:2]1[CH:3]=[C:4]([CH:7]=[C:8]([Br:10])[CH:9]=1)[CH2:5]Cl.[C-:11]#[N:12].[Na+].C1OCCOCCOCCOCCOC1, predict the reaction product. The product is: [Br:1][C:2]1[CH:3]=[C:4]([CH:7]=[C:8]([Br:10])[CH:9]=1)[CH2:5][C:11]#[N:12]. (7) Given the reactants [OH:1][C:2]1[CH:10]=[CH:9][CH:8]=[C:7]2[C:3]=1[CH2:4][CH2:5][C:6]2=[O:11].N1C=CN=C1.[Si:17](Cl)([C:20]([CH3:23])([CH3:22])[CH3:21])([CH3:19])[CH3:18], predict the reaction product. The product is: [C:20]([Si:17]([CH3:19])([CH3:18])[O:1][C:2]1[CH:10]=[CH:9][CH:8]=[C:7]2[C:3]=1[CH2:4][CH2:5][C:6]2=[O:11])([CH3:23])([CH3:22])[CH3:21].